This data is from Forward reaction prediction with 1.9M reactions from USPTO patents (1976-2016). The task is: Predict the product of the given reaction. (1) The product is: [CH3:32][N:16]1[CH2:15][CH2:14][N:13]([C:17]2[C:23]3[CH:24]=[CH:25][CH:26]=[CH:27][C:22]=3[S:21][C:20]3[CH:28]=[CH:29][CH:30]=[CH:31][C:19]=3[N:18]=2)[CH2:12][C@@H:11]1[CH2:3][CH2:4][C:5]1[CH:6]=[CH:7][CH:8]=[CH:9][CH:10]=1. Given the reactants C=O.[CH2:3]([C@@H:11]1[NH:16][CH2:15][CH2:14][N:13]([C:17]2[C:23]3[CH:24]=[CH:25][CH:26]=[CH:27][C:22]=3[S:21][C:20]3[CH:28]=[CH:29][CH:30]=[CH:31][C:19]=3[N:18]=2)[CH2:12]1)[CH2:4][C:5]1[CH:10]=[CH:9][CH:8]=[CH:7][CH:6]=1.[C:32](O[BH-](OC(=O)C)OC(=O)C)(=O)C.[Na+], predict the reaction product. (2) Given the reactants [Cl:1][C:2]1[CH:3]=[N:4][N:5]([CH3:16])[C:6]=1[C:7]1[CH:8]=[C:9]([C:13]([OH:15])=O)[O:10][C:11]=1[CH3:12].[NH2:17][C@@H:18]([CH2:31][C:32]1[CH:37]=[CH:36][C:35]([F:38])=[CH:34][CH:33]=1)[CH2:19][N:20]1[C:28](=[O:29])[C:27]2[C:22](=[CH:23][CH:24]=[CH:25][CH:26]=2)[C:21]1=[O:30].CC(OC(N[C@H](C(O)=O)CC1C=CC=CC=1C(F)(F)F)=O)(C)C.C1CN([P+](Br)(N2CCCC2)N2CCCC2)CC1.F[P-](F)(F)(F)(F)F.CCN(C(C)C)C(C)C, predict the reaction product. The product is: [Cl:1][C:2]1[CH:3]=[N:4][N:5]([CH3:16])[C:6]=1[C:7]1[CH:8]=[C:9]([C:13]([NH:17][C@@H:18]([CH2:31][C:32]2[CH:33]=[CH:34][C:35]([F:38])=[CH:36][CH:37]=2)[CH2:19][N:20]2[C:28](=[O:29])[C:27]3[C:22](=[CH:23][CH:24]=[CH:25][CH:26]=3)[C:21]2=[O:30])=[O:15])[O:10][C:11]=1[CH3:12]. (3) The product is: [OH:14][B:13]([OH:18])[C:2]1[CH:10]=[CH:9][C:5]([C:6]([OH:8])=[O:7])=[C:4]([CH2:11][CH3:12])[CH:3]=1. Given the reactants Br[C:2]1[CH:10]=[CH:9][C:5]([C:6]([OH:8])=[O:7])=[C:4]([CH2:11][CH3:12])[CH:3]=1.[B:13](OC(C)C)([O:18]C(C)C)[O:14]C(C)C.C([Li])CCC, predict the reaction product. (4) Given the reactants C(OC([N:8]1[C:16]2[C:11](=[CH:12][CH:13]=[CH:14][CH:15]=2)[CH:10]=[C:9]1[C:17]1[N:22]=[C:21]([NH:23][C:24]2[CH:32]=[CH:31][C:27]([C:28]([OH:30])=O)=[CH:26][C:25]=2[O:33][CH3:34])[CH:20]=[N:19][CH:18]=1)=O)(C)(C)C.[NH:35]1[CH2:39][CH2:38][C@@H:37]([NH:40]C(=O)OC(C)(C)C)[CH2:36]1.CN(C(ON1N=NC2C=CC=CC1=2)=[N+](C)C)C.[B-](F)(F)(F)F.[ClH:70].CCOCC, predict the reaction product. The product is: [ClH:70].[ClH:70].[NH2:40][C@@H:37]1[CH2:38][CH2:39][N:35]([C:28]([C:27]2[CH:31]=[CH:32][C:24]([NH:23][C:21]3[CH:20]=[N:19][CH:18]=[C:17]([C:9]4[NH:8][C:16]5[C:11]([CH:10]=4)=[CH:12][CH:13]=[CH:14][CH:15]=5)[N:22]=3)=[C:25]([O:33][CH3:34])[CH:26]=2)=[O:30])[CH2:36]1. (5) Given the reactants [NH2:1][CH:2]([C:6]1[CH:11]=[CH:10][C:9]([Cl:12])=[CH:8][CH:7]=1)[CH2:3][CH2:4][OH:5].[CH2:13]([N:20]1[CH2:25][CH2:24][CH:23]([C:26]2[N:34]3[C:29]([C:30](=[O:36])[N:31]=[C:32](Cl)[NH:33]3)=[CH:28][N:27]=2)[CH2:22][CH2:21]1)[C:14]1[CH:19]=[CH:18][CH:17]=[CH:16][CH:15]=1.[I-].[Na+].CCN(C(C)C)C(C)C, predict the reaction product. The product is: [CH2:13]([N:20]1[CH2:25][CH2:24][CH:23]([C:26]2[N:34]3[C:29]([C:30](=[O:36])[N:31]=[C:32]([NH:1][CH:2]([C:6]4[CH:7]=[CH:8][C:9]([Cl:12])=[CH:10][CH:11]=4)[CH2:3][CH2:4][OH:5])[NH:33]3)=[CH:28][N:27]=2)[CH2:22][CH2:21]1)[C:14]1[CH:19]=[CH:18][CH:17]=[CH:16][CH:15]=1. (6) Given the reactants [NH2:1][C:2]1[NH:7][C:6](=O)[N:5]([CH2:9][CH2:10][CH3:11])[C:4](=[O:12])[C:3]=1[NH:13][C:14]([C:16]1[CH:17]=[N:18][N:19]([CH2:21][C:22]2[CH:27]=[CH:26][CH:25]=[CH:24][CH:23]=2)[CH:20]=1)=O.O=P(Cl)(Cl)[Cl:30], predict the reaction product. The product is: [CH2:21]([N:19]1[CH:20]=[C:16]([C:14]2[NH:13][C:3]3[C:4](=[O:12])[N:5]([CH2:9][CH2:10][CH3:11])[C:6]([Cl:30])=[N:7][C:2]=3[N:1]=2)[CH:17]=[N:18]1)[C:22]1[CH:27]=[CH:26][CH:25]=[CH:24][CH:23]=1. (7) Given the reactants [CH:1]1([C@H:5]([NH:7][C:8]2[N:16]=[C:15]([C:17]([O:19][CH3:20])=[O:18])[N:14]=[C:13]3[C:9]=2[N:10]([CH2:34][C:35]2[CH:40]=[CH:39][C:38]([C:41]([F:44])([F:43])[F:42])=[CH:37][CH:36]=2)[C:11]([C:21]2[CH2:26][CH2:25][CH2:24][C:23](=[O:27])[C:22]=2[C:28]2[CH:33]=[CH:32][CH:31]=[CH:30][CH:29]=2)=[N:12]3)[CH3:6])[CH2:4][CH2:3][CH2:2]1.FC(F)(F)S(OC1CCCC(=O)C=1C1C=CC=CC=1)(=O)=O.[NH4+].[Cl-], predict the reaction product. The product is: [CH:1]1([C@H:5]([NH:7][C:8]2[N:16]=[C:15]([C:17]([O:19][CH3:20])=[O:18])[N:14]=[C:13]3[C:9]=2[N:10]([CH2:34][C:35]2[CH:40]=[CH:39][C:38]([C:41]([F:42])([F:44])[F:43])=[CH:37][CH:36]=2)[C:11]([CH:21]2[CH2:26][CH2:25][CH2:24][C:23](=[O:27])[CH:22]2[C:28]2[CH:33]=[CH:32][CH:31]=[CH:30][CH:29]=2)=[N:12]3)[CH3:6])[CH2:2][CH2:3][CH2:4]1.